This data is from Catalyst prediction with 721,799 reactions and 888 catalyst types from USPTO. The task is: Predict which catalyst facilitates the given reaction. (1) The catalyst class is: 2. Reactant: [NH2:1][C:2]([CH2:40][CH3:41])([CH2:38][CH3:39])[C:3]([N:5]1[CH2:10][CH2:9][C:8]([C:31]2[CH:36]=[CH:35][CH:34]=[C:33]([F:37])[CH:32]=2)([CH2:11][CH2:12][N:13]2[CH:18]3[CH2:19][CH2:20][CH:14]2[CH2:15][CH:16]([N:21]2[C:25]4[CH:26]=[CH:27][CH:28]=[CH:29][C:24]=4[N:23]=[C:22]2[CH3:30])[CH2:17]3)[CH2:7][CH2:6]1)=[O:4].[C:42](Cl)(=[O:44])[CH3:43].CCN(C(C)C)C(C)C. Product: [CH2:38]([C:2]([NH:1][C:42](=[O:44])[CH3:43])([C:3]([N:5]1[CH2:10][CH2:9][C:8]([C:31]2[CH:36]=[CH:35][CH:34]=[C:33]([F:37])[CH:32]=2)([CH2:11][CH2:12][N:13]2[CH:18]3[CH2:19][CH2:20][CH:14]2[CH2:15][CH:16]([N:21]2[C:25]4[CH:26]=[CH:27][CH:28]=[CH:29][C:24]=4[N:23]=[C:22]2[CH3:30])[CH2:17]3)[CH2:7][CH2:6]1)=[O:4])[CH2:40][CH3:41])[CH3:39]. (2) Reactant: Br[C:2]1[C:3]([Cl:9])=[N:4][C:5]([Cl:8])=[N:6][CH:7]=1.C([Mg]Cl)(C)C.[F:15][C:16]1[C:23]([F:24])=[CH:22][CH:21]=[C:20]([O:25][CH3:26])[C:17]=1[CH:18]=[O:19]. Product: [Cl:8][C:5]1[N:4]=[C:3]([Cl:9])[C:2]([CH:18]([C:17]2[C:20]([O:25][CH3:26])=[CH:21][CH:22]=[C:23]([F:24])[C:16]=2[F:15])[OH:19])=[CH:7][N:6]=1. The catalyst class is: 7.